Predict the product of the given reaction. From a dataset of Forward reaction prediction with 1.9M reactions from USPTO patents (1976-2016). (1) Given the reactants C([O:3][C:4](=[O:25])[C:5](O)=[CH:6][C:7]([C:9]1[CH:14]=[CH:13][C:12]([C:15]2[CH:20]=[CH:19][C:18](O)=[C:17]([CH2:22][CH3:23])[CH:16]=2)=[CH:11][CH:10]=1)=O)C.[OH2:26].[NH2:27][NH2:28].[C:29](O)(=O)C.CC1C=CC(S(O)(=O)=O)=CC=1, predict the reaction product. The product is: [CH2:22]([C:17]1[CH:16]=[C:15]([C:12]2[CH:11]=[CH:10][C:9]([C:7]3[CH:6]=[C:5]([C:4]([OH:25])=[O:3])[NH:27][N:28]=3)=[CH:14][CH:13]=2)[CH:20]=[CH:19][C:18]=1[O:26][CH3:29])[CH3:23]. (2) Given the reactants [OH:1][CH2:2][CH2:3][C:4]1[CH:12]=[CH:11][CH:10]=[C:9]2[C:5]=1[CH2:6][C:7](=[O:13])[NH:8]2.[O:14]=[C:15]1[C:20]2=[CH:21][NH:22][C:23]([CH:24]=O)=[C:19]2[CH2:18][CH2:17][NH:16]1.N1CCCCC1, predict the reaction product. The product is: [OH:1][CH2:2][CH2:3][C:4]1[CH:12]=[CH:11][CH:10]=[C:9]2[C:5]=1[C:6](=[CH:24][C:23]1[NH:22][CH:21]=[C:20]3[C:19]=1[CH2:18][CH2:17][NH:16][C:15]3=[O:14])[C:7](=[O:13])[NH:8]2. (3) The product is: [C:1]([O:7][N:8]1[C:12](=[O:13])[CH2:11][CH2:10][C:9]1=[O:14])(=[O:5])[C:2]([CH3:4])=[CH2:3]. Given the reactants [C:1](Cl)(=[O:5])[C:2]([CH3:4])=[CH2:3].[OH:7][N:8]1[C:12](=[O:13])[CH2:11][CH2:10][C:9]1=[O:14].C(N(CC)CC)C, predict the reaction product.